Dataset: Reaction yield outcomes from USPTO patents with 853,638 reactions. Task: Predict the reaction yield, written as a fraction of the theoretical maximum amount of product (1.0 means a 100% yield; for example, 0.34 means a 34% yield). (1) The reactants are [Br:1][C:2]1[CH:10]=[CH:9][C:5]([C:6]([NH2:8])=[O:7])=[CH:4][CH:3]=1.[Cl:11][CH2:12][C:13]([CH2:15]Cl)=O. No catalyst specified. The product is [Br:1][C:2]1[CH:10]=[CH:9][C:5]([C:6]2[O:7][CH:15]=[C:13]([CH2:12][Cl:11])[N:8]=2)=[CH:4][CH:3]=1. The yield is 0.140. (2) The reactants are [CH2:1]([O:3][C:4](=[O:18])[CH:5]([O:14][CH:15]([CH3:17])[CH3:16])[CH2:6][C:7]1[CH:12]=[CH:11][C:10]([OH:13])=[CH:9][CH:8]=1)[CH3:2].[CH3:19][N:20]1[CH:24]([CH2:25][CH2:26]OS(C2C=CC(C)=CC=2)(=O)=O)[CH2:23][N:22]([CH2:38][C:39]2[CH:44]=[CH:43][C:42](C(F)(F)F)=[CH:41][CH:40]=2)[C:21]1=[O:49].CN(C=[O:54])C. No catalyst specified. The product is [CH2:1]([O:3][C:4](=[O:18])[CH:5]([O:14][CH:15]([CH3:17])[CH3:16])[CH2:6][C:7]1[CH:8]=[CH:9][C:10]([O:13][CH2:26][CH2:25][CH:24]2[CH2:23][N:22]([CH2:38][C:39]3[CH:44]=[CH:43][C:42]([OH:54])=[CH:41][CH:40]=3)[C:21](=[O:49])[N:20]2[CH3:19])=[CH:11][CH:12]=1)[CH3:2]. The yield is 0.670. (3) The reactants are C([O:3][C:4](=O)[CH:5]=[C:6]([O:22][C:23]1[CH:28]=[CH:27][CH:26]=[CH:25][C:24]=1[Cl:29])[CH2:7][NH:8][CH:9]([C:18]([O:20][CH3:21])=[O:19])[CH2:10][CH:11]1[CH:15]2[CH2:16][CH2:17][CH:12]1[CH2:13][CH2:14]2)C. The catalyst is C(#N)C. The product is [CH3:21][O:20][C:18](=[O:19])[CH:9]([N:8]1[CH2:7][C:6]([O:22][C:23]2[CH:28]=[CH:27][CH:26]=[CH:25][C:24]=2[Cl:29])=[CH:5][C:4]1=[O:3])[CH2:10][CH:11]1[CH:12]2[CH2:13][CH2:14][CH:15]1[CH2:16][CH2:17]2. The yield is 0.230. (4) The reactants are [H-].[Na+].[CH3:3][S:4][C:5]1[CH:10]=[CH:9][CH:8]=[CH:7][C:6]=1[C:11]1[NH:15][CH:14]=[C:13]([CH:16]=[O:17])[CH:12]=1.C1OCCOCCOCCOCCOC1.[N:33]1[CH:38]=[CH:37][CH:36]=[C:35]([S:39](Cl)(=[O:41])=[O:40])[CH:34]=1. The catalyst is O1CCCC1.O. The product is [CH3:3][S:4][C:5]1[CH:10]=[CH:9][CH:8]=[CH:7][C:6]=1[C:11]1[N:15]([S:39]([C:35]2[CH:34]=[N:33][CH:38]=[CH:37][CH:36]=2)(=[O:41])=[O:40])[CH:14]=[C:13]([CH:16]=[O:17])[CH:12]=1. The yield is 0.690. (5) The reactants are [C:1]([NH:4][CH:5]1[CH2:10][CH2:9][NH:8][CH2:7][CH2:6]1)(=[O:3])[CH3:2].[C:11]([O:15][CH2:16][C:17]1[CH:22]=[CH:21][CH:20]=[CH:19][CH:18]=1)(=[O:14])[CH:12]=[CH2:13]. The catalyst is C(#N)C. The product is [C:1]([NH:4][CH:5]1[CH2:10][CH2:9][N:8]([CH2:13][CH2:12][C:11]([O:15][CH2:16][C:17]2[CH:22]=[CH:21][CH:20]=[CH:19][CH:18]=2)=[O:14])[CH2:7][CH2:6]1)(=[O:3])[CH3:2]. The yield is 0.980.